Dataset: Reaction yield outcomes from USPTO patents with 853,638 reactions. Task: Predict the reaction yield, written as a fraction of the theoretical maximum amount of product (1.0 means a 100% yield; for example, 0.34 means a 34% yield). (1) The reactants are [C:1]1([CH3:28])[CH:6]=[C:5]([CH3:7])[CH:4]=[C:3]([CH3:8])[C:2]=1[S:9][C:10]1[C:11]2[NH:27][CH:26]=[CH:25][C:12]=2[N:13]=[C:14]([NH:16][C:17]2[CH:24]=[CH:23][C:20]([C:21]#[N:22])=[CH:19][CH:18]=2)[N:15]=1.C1C(=O)N([Cl:36])C(=O)C1. The catalyst is C(Cl)Cl. The product is [Cl:36][C:25]1[C:12]2[N:13]=[C:14]([NH:16][C:17]3[CH:24]=[CH:23][C:20]([C:21]#[N:22])=[CH:19][CH:18]=3)[N:15]=[C:10]([S:9][C:2]3[C:3]([CH3:8])=[CH:4][C:5]([CH3:7])=[CH:6][C:1]=3[CH3:28])[C:11]=2[NH:27][CH:26]=1. The yield is 0.880. (2) The reactants are Cl[C:2]1[C:7]([N+:8]([O-:10])=[O:9])=[CH:6][CH:5]=[C:4]([O:11][CH3:12])[N:3]=1.[C:13]([NH:16][CH2:17][CH2:18][NH2:19])(=[O:15])[CH3:14]. The catalyst is C(O)C. The product is [CH3:12][O:11][C:4]1[N:3]=[C:2]([NH:19][CH2:18][CH2:17][NH:16][C:13](=[O:15])[CH3:14])[C:7]([N+:8]([O-:10])=[O:9])=[CH:6][CH:5]=1. The yield is 0.725. (3) The reactants are [NH2:1][C@@H:2]([CH2:33][C:34]1[CH:39]=[CH:38][CH:37]=[CH:36][CH:35]=1)[C@@H:3]([OH:32])[CH2:4][C@@H:5]([NH:19][C:20]([C@@H:22]([NH:27][C:28](=[O:31])[O:29][CH3:30])[C:23]([CH3:26])([CH3:25])[CH3:24])=[O:21])[CH2:6][C:7]1[CH:12]=[CH:11][C:10]([C:13]2[CH:18]=[CH:17][CH:16]=[CH:15][N:14]=2)=[CH:9][CH:8]=1.[CH3:40][C:41]([CH3:61])([CH3:60])[C@H:42]([N:46]1[CH2:50][CH2:49][N:48]([CH2:51][C:52]2[CH:57]=[CH:56][CH:55]=[C:54]([CH3:58])[CH:53]=2)[C:47]1=[O:59])[C:43](O)=[O:44].CCOP(ON1N=NC2C=CC=CC=2C1=O)(OCC)=O.C(N(CC)C(C)C)(C)C. The catalyst is C1COCC1. The product is [CH3:40][C:41]([CH3:61])([CH3:60])[C@H:42]([N:46]1[CH2:50][CH2:49][N:48]([CH2:51][C:52]2[CH:57]=[CH:56][CH:55]=[C:54]([CH3:58])[CH:53]=2)[C:47]1=[O:59])[C:43]([NH:1][C@@H:2]([CH2:33][C:34]1[CH:35]=[CH:36][CH:37]=[CH:38][CH:39]=1)[C@@H:3]([OH:32])[CH2:4][C@@H:5]([NH:19][C:20]([C@@H:22]([NH:27][C:28](=[O:31])[O:29][CH3:30])[C:23]([CH3:26])([CH3:25])[CH3:24])=[O:21])[CH2:6][C:7]1[CH:12]=[CH:11][C:10]([C:13]2[CH:18]=[CH:17][CH:16]=[CH:15][N:14]=2)=[CH:9][CH:8]=1)=[O:44]. The yield is 0.440. (4) The reactants are [Br:1][C:2]1[N:7]=[C:6]([C:8](OCC)=[O:9])[C:5]([NH:13][CH2:14][C:15]2[CH:19]=[CH:18][O:17][N:16]=2)=[CH:4][C:3]=1[F:20].[NH3:21]. No catalyst specified. The product is [Br:1][C:2]1[N:7]=[C:6]([C:8]([NH2:21])=[O:9])[C:5]([NH:13][CH2:14][C:15]2[CH:19]=[CH:18][O:17][N:16]=2)=[CH:4][C:3]=1[F:20]. The yield is 0.860. (5) The yield is 0.660. The product is [C:20]([C:24]1[N:25]([CH2:12][C@@H:13]2[CH2:17][O:16][C:15]([CH3:18])([CH3:19])[O:14]2)[C:26]2[C:31]([CH:32]=1)=[CH:30][C:29]([N+:33]([O-:35])=[O:34])=[CH:28][CH:27]=2)([CH3:23])([CH3:21])[CH3:22]. The reactants are CC1C=CC(S(O[CH2:12][C@@H:13]2[CH2:17][O:16][C:15]([CH3:19])([CH3:18])[O:14]2)(=O)=O)=CC=1.[C:20]([C:24]1[NH:25][C:26]2[C:31]([CH:32]=1)=[CH:30][C:29]([N+:33]([O-:35])=[O:34])=[CH:28][CH:27]=2)([CH3:23])([CH3:22])[CH3:21].C([O-])([O-])=O.[Cs+].[Cs+]. The catalyst is CN(C=O)C. (6) The reactants are [C:1]([C:4]1[CH:9]=[CH:8][C:7]([C:10](=[O:12])[CH3:11])=[CH:6][CH:5]=1)([CH3:3])=[CH2:2].[C:13](OCC)(=[O:19])[C:14]([O:16][CH2:17][CH3:18])=[O:15]. No catalyst specified. The product is [CH2:17]([O:16][C:14](=[O:15])[C:13]([OH:19])=[CH:11][C:10]([C:7]1[CH:8]=[CH:9][C:4]([C:1]([CH3:3])=[CH2:2])=[CH:5][CH:6]=1)=[O:12])[CH3:18]. The yield is 0.570.